This data is from Full USPTO retrosynthesis dataset with 1.9M reactions from patents (1976-2016). The task is: Predict the reactants needed to synthesize the given product. (1) Given the product [CH3:1][C:2]1[C:11]2[C:6](=[C:7]([NH:12][C:22]([NH:21][CH2:20][C:19]3[CH:18]=[CH:17][C:16]([C:15]([F:14])([F:27])[F:26])=[CH:25][CH:24]=3)=[O:23])[CH:8]=[CH:9][CH:10]=2)[CH:5]=[C:4]([CH3:13])[N:3]=1, predict the reactants needed to synthesize it. The reactants are: [CH3:1][C:2]1[C:11]2[CH:10]=[CH:9][CH:8]=[C:7]([NH2:12])[C:6]=2[CH:5]=[C:4]([CH3:13])[N:3]=1.[F:14][C:15]([F:27])([F:26])[C:16]1[CH:25]=[CH:24][C:19]([CH2:20][N:21]=[C:22]=[O:23])=[CH:18][CH:17]=1. (2) Given the product [CH3:48][S:49]([N:26]1[CH:23]2[CH:22]([N:21]([C:19]([CH:15]([NH:14][C:13](=[O:36])[CH:11]([NH:10][CH3:9])[CH3:12])[CH:16]([CH3:18])[CH3:17])=[O:20])[CH2:25][CH2:24]2)[CH:28]([O:29][C:30]2[CH:35]=[CH:34][CH:33]=[CH:32][CH:31]=2)[CH2:27]1)(=[O:51])=[O:50], predict the reactants needed to synthesize it. The reactants are: C(O[C:9](=O)[N:10](C)[CH:11]([C:13](=[O:36])[NH:14][CH:15]([C:19]([N:21]1[CH2:25][CH2:24][CH:23]2[NH:26][CH2:27][CH:28]([O:29][C:30]3[CH:35]=[CH:34][CH:33]=[CH:32][CH:31]=3)[CH:22]12)=[O:20])[CH:16]([CH3:18])[CH3:17])[CH3:12])C1C=CC=CC=1.CCN(C(C)C)C(C)C.[CH3:48][S:49](Cl)(=[O:51])=[O:50]. (3) Given the product [F:30][C:10]1[CH:11]=[C:12]([C:15]2[C:16]3[CH:23]=[C:22]([C:24]4[CH:25]=[N:26][N:27]([CH3:29])[CH:28]=4)[NH:21][C:17]=3[N:18]=[CH:19][N:20]=2)[CH:13]=[CH:14][C:9]=1[CH2:8][NH:7][C:6]([C:46]1[O:45][N:44]=[C:43]([C:39]([CH3:42])([CH3:41])[CH3:40])[N:47]=1)=[O:31], predict the reactants needed to synthesize it. The reactants are: C(O[C:6](=[O:31])[NH:7][CH2:8][C:9]1[CH:14]=[CH:13][C:12]([C:15]2[C:16]3[CH:23]=[C:22]([C:24]4[CH:25]=[N:26][N:27]([CH3:29])[CH:28]=4)[NH:21][C:17]=3[N:18]=[CH:19][N:20]=2)=[CH:11][C:10]=1[F:30])(C)(C)C.C(O)(C(F)(F)F)=O.[C:39]([C:43]1[N:47]=[C:46](C(O)=O)[O:45][N:44]=1)([CH3:42])([CH3:41])[CH3:40].CCN(C(C)C)C(C)C.Br[P+](N1CCCC1)(N1CCCC1)N1CCCC1. (4) The reactants are: [F:1][C:2]1[CH:22]=[C:21]([F:23])[CH:20]=[CH:19][C:3]=1[O:4][C:5]1[CH:6]=[C:7]2[C:11](=[CH:12][C:13]=1[OH:14])[N:10]([CH2:15][CH:16]([CH3:18])[CH3:17])[N:9]=[CH:8]2.C([O-])([O-])=O.[Cs+].[Cs+].Br[CH2:31][CH2:32][CH2:33][Cl:34]. Given the product [Cl:34][CH2:33][CH2:32][CH2:31][O:14][C:13]1[CH:12]=[C:11]2[C:7]([CH:8]=[N:9][N:10]2[CH2:15][CH:16]([CH3:18])[CH3:17])=[CH:6][C:5]=1[O:4][C:3]1[CH:19]=[CH:20][C:21]([F:23])=[CH:22][C:2]=1[F:1], predict the reactants needed to synthesize it. (5) Given the product [C:31]1([CH:7]([C:1]2[CH:2]=[CH:3][CH:4]=[CH:5][CH:6]=2)[CH2:8][CH2:9][N:11]2[CH2:15][CH2:14][CH:13]([NH:16][C:17]([NH:19][C:20]3[C:29]4[C:24](=[CH:25][CH:26]=[CH:27][CH:28]=4)[N:23]=[C:22]([CH3:30])[CH:21]=3)=[O:18])[CH2:12]2)[CH:32]=[CH:33][CH:34]=[CH:35][CH:36]=1, predict the reactants needed to synthesize it. The reactants are: [C:1]1([CH:7]([C:31]2[CH:36]=[CH:35][CH:34]=[CH:33][CH:32]=2)[CH2:8][C:9]([N:11]2[CH2:15][CH2:14][CH:13]([NH:16][C:17]([NH:19][C:20]3[C:29]4[C:24](=[CH:25][CH:26]=[CH:27][CH:28]=4)[N:23]=[C:22]([CH3:30])[CH:21]=3)=[O:18])[CH2:12]2)=O)[CH:6]=[CH:5][CH:4]=[CH:3][CH:2]=1.[H-].[H-].[H-].[H-].[Li+].[Al+3].CCOC(C)=O.C([O-])(O)=O.[Na+].